From a dataset of Catalyst prediction with 721,799 reactions and 888 catalyst types from USPTO. Predict which catalyst facilitates the given reaction. Reactant: [C:1]([O:9][CH2:10][CH3:11])(=[O:8])[CH2:2][C:3]([O:5][CH2:6][CH3:7])=[O:4].[Mg+2].[Cl-].[Cl-].[C:15]1([C:21]2([C:27](O)=[O:28])[CH2:26][CH2:25][O:24][CH2:23][CH2:22]2)[CH:20]=[CH:19][CH:18]=[CH:17][CH:16]=1.S(Cl)(Cl)=O. Product: [C:15]1([C:21]2([C:27]([CH:2]([C:3]([O:5][CH2:6][CH3:7])=[O:4])[C:1]([O:9][CH2:10][CH3:11])=[O:8])=[O:28])[CH2:22][CH2:23][O:24][CH2:25][CH2:26]2)[CH:16]=[CH:17][CH:18]=[CH:19][CH:20]=1. The catalyst class is: 290.